Dataset: Catalyst prediction with 721,799 reactions and 888 catalyst types from USPTO. Task: Predict which catalyst facilitates the given reaction. (1) Reactant: C([O:4][CH2:5][CH2:6][CH2:7][S:8]([NH:11][C:12](=[O:39])[C:13]1[CH:18]=[CH:17][C:16]([CH2:19][CH2:20][N:21]2[C:26]([CH2:27][N:28]3[CH2:32][CH2:31][CH2:30][C@@H:29]3[CH2:33][CH2:34][CH3:35])=[C:25]([Cl:36])[CH:24]=[C:23]([Cl:37])[C:22]2=[O:38])=[CH:15][CH:14]=1)(=[O:10])=[O:9])(=O)C.[OH-].[Na+].Cl.O. Product: [Cl:37][C:23]1[C:22](=[O:38])[N:21]([CH2:20][CH2:19][C:16]2[CH:15]=[CH:14][C:13]([C:12]([NH:11][S:8]([CH2:7][CH2:6][CH2:5][OH:4])(=[O:10])=[O:9])=[O:39])=[CH:18][CH:17]=2)[C:26]([CH2:27][N:28]2[CH2:32][CH2:31][CH2:30][C@@H:29]2[CH2:33][CH2:34][CH3:35])=[C:25]([Cl:36])[CH:24]=1. The catalyst class is: 36. (2) Reactant: [Br:1][C:2]1[N:7]=[C:6]([NH2:8])[CH:5]=[CH:4][C:3]=1[Cl:9].[CH3:10][C:11]1([CH3:19])[CH2:16][CH:15]([CH:17]=O)[CH2:14][CH2:13][O:12]1.C(O)(=O)C.[BH-](OC(C)=O)(OC(C)=O)OC(C)=O.[Na+]. Product: [Br:1][C:2]1[N:7]=[C:6]([NH:8][CH2:17][CH:15]2[CH2:14][CH2:13][O:12][C:11]([CH3:19])([CH3:10])[CH2:16]2)[CH:5]=[CH:4][C:3]=1[Cl:9]. The catalyst class is: 614.